From a dataset of Catalyst prediction with 721,799 reactions and 888 catalyst types from USPTO. Predict which catalyst facilitates the given reaction. (1) Reactant: C(OC([N:8]1[C:16]2[C:11](=[CH:12][CH:13]=[CH:14][CH:15]=2)[C:10]([CH2:17][C:18]2([CH3:52])[C:27]3[N:23]([C:24]([C:28]4[CH:33]=[CH:32][CH:31]=[CH:30][CH:29]=4)=[N:25][N:26]=3)[C:22]3[CH:34]=[CH:35][CH:36]=[CH:37][C:21]=3[N:20]([CH2:38][C:39](=[O:50])[N:40]([CH:47]([CH3:49])[CH3:48])[C:41]3[CH:46]=[CH:45][CH:44]=[CH:43][CH:42]=3)[C:19]2=[O:51])=[CH:9]1)=O)(C)(C)C.Cl. Product: [NH:8]1[C:16]2[C:11](=[CH:12][CH:13]=[CH:14][CH:15]=2)[C:10]([CH2:17][C:18]2([CH3:52])[C:27]3[N:23]([C:24]([C:28]4[CH:33]=[CH:32][CH:31]=[CH:30][CH:29]=4)=[N:25][N:26]=3)[C:22]3[CH:34]=[CH:35][CH:36]=[CH:37][C:21]=3[N:20]([CH2:38][C:39]([N:40]([CH:47]([CH3:48])[CH3:49])[C:41]3[CH:46]=[CH:45][CH:44]=[CH:43][CH:42]=3)=[O:50])[C:19]2=[O:51])=[CH:9]1. The catalyst class is: 12. (2) Product: [CH2:33]([N:16]([CH3:15])[CH2:17][CH2:18][C:19]1[CH:20]=[CH:21][C:22]([O:23][C:24]2[CH:29]=[CH:28][C:27]([OH:30])=[CH:26][CH:25]=2)=[CH:31][CH:32]=1)[C:34]1[CH:39]=[CH:38][CH:37]=[CH:36][CH:35]=1. Reactant: C(O[BH-](OC(=O)C)OC(=O)C)(=O)C.[Na+].[CH3:15][NH:16][CH2:17][CH2:18][C:19]1[CH:32]=[CH:31][C:22]([O:23][C:24]2[CH:29]=[CH:28][C:27]([OH:30])=[CH:26][CH:25]=2)=[CH:21][CH:20]=1.[CH:33](=O)[C:34]1[CH:39]=[CH:38][CH:37]=[CH:36][CH:35]=1.C(O)(=O)C. The catalyst class is: 26. (3) Reactant: [F:1][C:2]1[CH:23]=[CH:22][C:5]([CH2:6][CH:7]([CH:13]([C:15]2[CH:20]=[CH:19][C:18]([F:21])=[CH:17][CH:16]=2)[OH:14])[C:8]([O:10]CC)=[O:9])=[CH:4][CH:3]=1.[OH-].[Na+].Cl. Product: [F:21][C:18]1[CH:19]=[CH:20][C:15]([CH:13]([OH:14])[CH:7]([CH2:6][C:5]2[CH:4]=[CH:3][C:2]([F:1])=[CH:23][CH:22]=2)[C:8]([OH:10])=[O:9])=[CH:16][CH:17]=1. The catalyst class is: 5. (4) Reactant: Cl[C:2]1[N:7]=[C:6]([Cl:8])[N:5]=[CH:4][N:3]=1.C(N(CC)C(C)C)(C)C.[NH2:18][C:19]1[CH:24]=[CH:23][C:22]([CH:25]2[CH2:30][CH2:29][N:28]([C:31]([O:33][CH2:34][CH2:35][Si:36]([CH3:39])([CH3:38])[CH3:37])=[O:32])[CH2:27][CH2:26]2)=[C:21]([CH3:40])[CH:20]=1. Product: [Cl:8][C:6]1[N:5]=[CH:4][N:3]=[C:2]([NH:18][C:19]2[CH:24]=[CH:23][C:22]([CH:25]3[CH2:30][CH2:29][N:28]([C:31]([O:33][CH2:34][CH2:35][Si:36]([CH3:39])([CH3:38])[CH3:37])=[O:32])[CH2:27][CH2:26]3)=[C:21]([CH3:40])[CH:20]=2)[N:7]=1. The catalyst class is: 9. (5) Reactant: [C:1]([O:5][CH2:6][C@H:7]([C:9]1[N:10]=[CH:11][C:12]([NH:15][C:16](=[O:21])[C:17]([CH3:20])([CH3:19])[CH3:18])=[N:13][CH:14]=1)[OH:8])(C)([CH3:3])[CH3:2].FC(F)(F)C(O)=O.COC(OC)(C)C.[OH-].[Na+].C(OC(C)C)(C)C.[CH2-]C(C)=O. Product: [CH3:2][C:1]1([CH3:3])[O:8][C@@H:7]([C:9]2[N:10]=[CH:11][C:12]([NH:15][C:16](=[O:21])[C:17]([CH3:20])([CH3:19])[CH3:18])=[N:13][CH:14]=2)[CH2:6][O:5]1. The catalyst class is: 452. (6) Reactant: [F:1][C:2]1[C:7]([F:8])=[CH:6][CH:5]=[CH:4][C:3]=1[C:9]1[N:14]=[CH:13][C:12]([CH2:15][N:16]2[CH2:20][C@@H:19]([CH3:21])[O:18][C:17]2=[O:22])=[CH:11][C:10]=1[N+:23]([O-])=O.[H][H]. Product: [NH2:23][C:10]1[CH:11]=[C:12]([CH2:15][N:16]2[CH2:20][C@@H:19]([CH3:21])[O:18][C:17]2=[O:22])[CH:13]=[N:14][C:9]=1[C:3]1[CH:4]=[CH:5][CH:6]=[C:7]([F:8])[C:2]=1[F:1]. The catalyst class is: 29. (7) Reactant: [CH3:1][C:2]([OH:6])([CH:4]=[CH2:5])[CH3:3].[C:7]1([CH:14]=[CH:13][C:11](O)=[CH:10][CH:9]=1)[OH:8]. Product: [CH3:1][C:2]1([CH3:3])[CH2:4][CH2:5][C:13]2[C:11](=[CH:10][CH:9]=[C:7]([OH:8])[CH:14]=2)[O:6]1. The catalyst class is: 106.